This data is from Forward reaction prediction with 1.9M reactions from USPTO patents (1976-2016). The task is: Predict the product of the given reaction. (1) Given the reactants Cl[C:2]1[N:7]=[C:6]([Cl:8])[N:5]=[C:4]([CH3:9])[N:3]=1.[CH3:10][O:11][C:12]1[CH:17]=[CH:16][C:15]([CH2:18][NH2:19])=[CH:14][CH:13]=1.C(N(C(C)C)C(C)C)C.CCOC(C)=O, predict the reaction product. The product is: [Cl:8][C:6]1[N:5]=[C:4]([CH3:9])[N:3]=[C:2]([NH:19][CH2:18][C:15]2[CH:16]=[CH:17][C:12]([O:11][CH3:10])=[CH:13][CH:14]=2)[N:7]=1. (2) Given the reactants Cl[C:2]1C=CC=C(C(OO)=O)[CH:3]=1.C(S[C:15]1[C:16]([C:25]([NH:27][C:28]2[CH:33]=[CH:32][C:31]([C:34]([F:37])([F:36])[F:35])=[CH:30][N:29]=2)=[O:26])=[N:17][CH:18]=[C:19]([C:21]([F:24])([F:23])[F:22])[CH:20]=1)C.C(=O)(O)[O-].[Na+].[S:43]([O-:47])([O-])(=[O:45])=S.[Na+].[Na+], predict the reaction product. The product is: [CH2:2]([S:43]([C:15]1[C:16]([C:25]([NH:27][C:28]2[CH:33]=[CH:32][C:31]([C:34]([F:37])([F:36])[F:35])=[CH:30][N:29]=2)=[O:26])=[N:17][CH:18]=[C:19]([C:21]([F:24])([F:22])[F:23])[CH:20]=1)(=[O:47])=[O:45])[CH3:3]. (3) Given the reactants C([O:5][C:6]([C:8]1[CH:13]=[CH:12][C:11]([C:14]2[C:15]([C:29]([O:31][CH2:32][CH3:33])=[O:30])=[N:16][N:17]([C:23]3[CH:28]=[CH:27][CH:26]=[CH:25][CH:24]=3)[C:18]=2[CH2:19][CH2:20][CH2:21][CH3:22])=[C:10]([C:34]([N:36]2[C@H:45]([CH2:46][O:47][Si:48]([C:51]([CH3:54])([CH3:53])[CH3:52])([CH3:50])[CH3:49])[CH2:44][C:43]3[C:38](=[CH:39][CH:40]=[CH:41][CH:42]=3)[CH2:37]2)=[O:35])[CH:9]=1)=[O:7])(C)(C)C.N1C(C)=CC=CC=1C.[Si](OS(C(F)(F)F)(=O)=O)(C)(C)C, predict the reaction product. The product is: [CH2:19]([C:18]1[N:17]([C:23]2[CH:24]=[CH:25][CH:26]=[CH:27][CH:28]=2)[N:16]=[C:15]([C:29]([O:31][CH2:32][CH3:33])=[O:30])[C:14]=1[C:11]1[CH:12]=[CH:13][C:8]([C:6]([OH:7])=[O:5])=[CH:9][C:10]=1[C:34]([N:36]1[C@H:45]([CH2:46][O:47][Si:48]([C:51]([CH3:53])([CH3:52])[CH3:54])([CH3:49])[CH3:50])[CH2:44][C:43]2[C:38](=[CH:39][CH:40]=[CH:41][CH:42]=2)[CH2:37]1)=[O:35])[CH2:20][CH2:21][CH3:22]. (4) Given the reactants COC(C1C=C(O)C2C(=C(OCC3C=CC=CC=3)C=C(C#CCOCC3C=CC=CC=3)C=2)N=1)=O.[CH3:35][O:36][C:37]([C:39]1[CH:48]=[C:47]([OH:49])[C:46]2[C:41](=[C:42]([O:61]CC3C=CC=CC=3)[CH:43]=[C:44]([C:50]#[C:51][CH2:52][NH:53][C:54]([O:56][C:57]([CH3:60])([CH3:59])[CH3:58])=[O:55])[CH:45]=2)[N:40]=1)=[O:38], predict the reaction product. The product is: [CH3:35][O:36][C:37]([C:39]1[CH:48]=[C:47]([OH:49])[C:46]2[C:41](=[C:42]([OH:61])[CH:43]=[C:44]([CH2:50][CH2:51][CH2:52][NH:53][C:54]([O:56][C:57]([CH3:59])([CH3:58])[CH3:60])=[O:55])[CH:45]=2)[N:40]=1)=[O:38]. (5) Given the reactants [NH:1]1[CH2:5][CH2:4][N:3]=[C:2]1[C:6]1[CH:11]=[CH:10][CH:9]=[C:8]([CH3:12])[C:7]=1[NH2:13].[Br:14]N1C(=O)CCC1=O, predict the reaction product. The product is: [Br:14][C:10]1[CH:9]=[C:8]([CH3:12])[C:7]([NH2:13])=[C:6]([C:2]2[NH:3][CH2:4][CH2:5][N:1]=2)[CH:11]=1. (6) Given the reactants [CH2:1]([NH:8][C:9]1[CH:14]=[CH:13][CH:12]=[C:11]([N+:15]([O-:17])=[O:16])[C:10]=1[CH3:18])[C:2]1[CH:7]=[CH:6][CH:5]=[CH:4][CH:3]=1.C(N(C(C)C)CC)(C)C.Br[CH2:29][C:30]1[CH:39]=[CH:38][C:33]([C:34]([O:36][CH3:37])=[O:35])=[CH:32][CH:31]=1, predict the reaction product. The product is: [CH2:1]([N:8]([CH2:29][C:30]1[CH:31]=[CH:32][C:33]([C:34]([O:36][CH3:37])=[O:35])=[CH:38][CH:39]=1)[C:9]1[CH:14]=[CH:13][CH:12]=[C:11]([N+:15]([O-:17])=[O:16])[C:10]=1[CH3:18])[C:2]1[CH:3]=[CH:4][CH:5]=[CH:6][CH:7]=1. (7) The product is: [CH:5]1([CH:11]2[C:20]3[C:15](=[CH:16][C:17]([OH:21])=[CH:18][CH:19]=3)[CH2:14][CH2:13][N:12]2[C:23](=[O:28])[C:24]([F:25])([F:26])[F:27])[CH2:6][CH2:7][CH2:8][CH2:9][CH2:10]1. Given the reactants B(Br)(Br)Br.[CH:5]1([CH:11]2[C:20]3[C:15](=[CH:16][C:17]([O:21]C)=[CH:18][CH:19]=3)[CH2:14][CH2:13][N:12]2[C:23](=[O:28])[C:24]([F:27])([F:26])[F:25])[CH2:10][CH2:9][CH2:8][CH2:7][CH2:6]1.CO, predict the reaction product.